This data is from Forward reaction prediction with 1.9M reactions from USPTO patents (1976-2016). The task is: Predict the product of the given reaction. (1) Given the reactants CON(C)[C:4]([C:6]1[NH:10][C:9]2[C:11]([N:15]([CH3:24])[S:16]([C:19]3[S:20][CH:21]=[CH:22][CH:23]=3)(=[O:18])=[O:17])=[C:12]([CH3:14])[S:13][C:8]=2[CH:7]=1)=[O:5].[H-].[Na+].[CH3:28]OCCl.O, predict the reaction product. The product is: [C:4]([C:6]1[NH:10][C:9]2[C:11]([N:15]([CH3:24])[S:16]([C:19]3[S:20][CH:21]=[CH:22][CH:23]=3)(=[O:17])=[O:18])=[C:12]([CH3:14])[S:13][C:8]=2[CH:7]=1)(=[O:5])[CH3:28]. (2) Given the reactants [CH2:1]([O:3][C:4]1[CH:9]=[CH:8][C:7]([C:10]#[CH:11])=[CH:6][CH:5]=1)[CH3:2].[Br:12][C:13]1[CH:18]=[CH:17][C:16](I)=[CH:15][CH:14]=1.C(NC(C)C)(C)C.CCOC(C)=O, predict the reaction product. The product is: [Br:12][C:13]1[CH:18]=[CH:17][C:16]([C:11]#[C:10][C:7]2[CH:8]=[CH:9][C:4]([O:3][CH2:1][CH3:2])=[CH:5][CH:6]=2)=[CH:15][CH:14]=1. (3) The product is: [CH2:1]([O:8][CH2:9][C@H:10]1[N:11]([S:35]([CH3:38])(=[O:37])=[O:36])[CH2:12][C@H:13]([SH:15])[CH2:14]1)[C:2]1[CH:7]=[CH:6][CH:5]=[CH:4][CH:3]=1. Given the reactants [CH2:1]([O:8][CH2:9][C@@H:10]1[CH2:14][C@@H:13]([S:15]C(C2C=CC=CC=2)(C2C=CC=CC=2)C2C=CC=CC=2)[CH2:12][N:11]1[S:35]([CH3:38])(=[O:37])=[O:36])[C:2]1[CH:7]=[CH:6][CH:5]=[CH:4][CH:3]=1.C([SiH](CC)CC)C, predict the reaction product.